This data is from Reaction yield outcomes from USPTO patents with 853,638 reactions. The task is: Predict the reaction yield, written as a fraction of the theoretical maximum amount of product (1.0 means a 100% yield; for example, 0.34 means a 34% yield). (1) The reactants are CCN=C=[N:5][CH2:6][CH2:7][CH2:8][N:9](C)C.Cl.C1C=CC2N([OH:22])N=NC=2C=1.CN1[CH2:29][CH2:28][O:27][CH2:26]C1.N.C1[CH2:35][O:34][CH2:33][CH2:32]1. The catalyst is O. The product is [NH2:9][C:8]1[CH:29]=[C:28]([O:27][CH3:26])[CH:32]=[C:33]([O:34][CH3:35])[C:7]=1[C:6]([NH2:5])=[O:22]. The yield is 0.570. (2) The reactants are [CH:1]1[C:10]2[C:5](=[CH:6][CH:7]=[CH:8][CH:9]=2)[CH:4]=[C:3]([C:11]([NH:13][C:14]2[NH:18][C:17]3[CH:19]=[CH:20][C:21]([O:26][CH3:27])=[C:22]([C:23]([OH:25])=O)[C:16]=3[N:15]=2)=[O:12])[N:2]=1.CN(C(ON1N=NC2C=CC=CC1=2)=[N+](C)C)C.F[P-](F)(F)(F)(F)F.CCN(C(C)C)C(C)C.S(O)(O)(=O)=O.[NH2:66][C:67]1[NH:68][CH:69]=[CH:70][N:71]=1. The yield is 0.340. The product is [NH:68]1[CH:69]=[CH:70][N:71]=[C:67]1[NH:66][C:23]([C:22]1[C:16]2[NH:15][C:14]([NH:13][C:11]([C:3]3[N:2]=[CH:1][C:10]4[C:5]([CH:4]=3)=[CH:6][CH:7]=[CH:8][CH:9]=4)=[O:12])=[N:18][C:17]=2[CH:19]=[CH:20][C:21]=1[O:26][CH3:27])=[O:25]. The catalyst is CN(C=O)C.[Cl-].[Na+].O.